Dataset: KCNQ2 potassium channel screen with 302,405 compounds. Task: Binary Classification. Given a drug SMILES string, predict its activity (active/inactive) in a high-throughput screening assay against a specified biological target. The compound is P(=O)(Cc1onc(c1C(OCC)=O)C)(c1ccccc1)c1ccccc1. The result is 0 (inactive).